This data is from CYP2C9 inhibition data for predicting drug metabolism from PubChem BioAssay. The task is: Regression/Classification. Given a drug SMILES string, predict its absorption, distribution, metabolism, or excretion properties. Task type varies by dataset: regression for continuous measurements (e.g., permeability, clearance, half-life) or binary classification for categorical outcomes (e.g., BBB penetration, CYP inhibition). Dataset: cyp2c9_veith. The drug is Cc1ccc2nc(NC(=O)COC(=O)CSc3nc(C)cc(C)n3)sc2c1. The result is 1 (inhibitor).